From a dataset of NCI-60 drug combinations with 297,098 pairs across 59 cell lines. Regression. Given two drug SMILES strings and cell line genomic features, predict the synergy score measuring deviation from expected non-interaction effect. Drug 1: C1CCC(C1)C(CC#N)N2C=C(C=N2)C3=C4C=CNC4=NC=N3. Drug 2: C1=C(C(=O)NC(=O)N1)N(CCCl)CCCl. Cell line: HCT116. Synergy scores: CSS=15.3, Synergy_ZIP=-2.10, Synergy_Bliss=-4.79, Synergy_Loewe=-13.0, Synergy_HSA=-6.17.